From a dataset of Full USPTO retrosynthesis dataset with 1.9M reactions from patents (1976-2016). Predict the reactants needed to synthesize the given product. (1) Given the product [CH3:37][C:38]([CH3:45])([CH3:44])[CH2:39][C:40]1[N:7]=[C:6]([C:8]2[CH:9]=[C:10]3[C:14](=[CH:15][CH:16]=2)[NH:13][N:12]=[C:11]3[C:17]2[CH:26]=[CH:25][C:24]3[C:19](=[CH:20][CH:21]=[C:22]([O:27][CH2:28][CH2:29][N:30]4[C@H:31]([CH3:36])[CH2:32][CH2:33][C@@H:34]4[CH3:35])[CH:23]=3)[CH:18]=2)[NH:43][N:42]=1, predict the reactants needed to synthesize it. The reactants are: Cl.Cl.C(O[C:6]([C:8]1[CH:9]=[C:10]2[C:14](=[CH:15][CH:16]=1)[NH:13][N:12]=[C:11]2[C:17]1[CH:26]=[CH:25][C:24]2[C:19](=[CH:20][CH:21]=[C:22]([O:27][CH2:28][CH2:29][N:30]3[CH:34]([CH3:35])[CH2:33][CH2:32][CH:31]3[CH3:36])[CH:23]=2)[CH:18]=1)=[NH:7])C.[CH3:37][C:38]([CH3:45])([CH3:44])[CH2:39][C:40]([NH:42][NH2:43])=O.C(N(CC)CC)C. (2) Given the product [NH2:26][C:14]1[CH:13]=[C:12]([C:10](=[O:11])[CH2:9][N:8]([CH2:1][C:2]2[CH:3]=[CH:4][CH:5]=[CH:6][CH:7]=2)[CH:29]2[CH2:30][C:31]3[C:36](=[CH:35][C:34]([CH2:38][CH3:39])=[C:33]([CH2:40][CH3:41])[CH:32]=3)[CH2:37]2)[CH:17]=[CH:16][C:15]=1[O:18][CH2:19][C:20]1[CH:21]=[CH:22][CH:23]=[CH:24][CH:25]=1, predict the reactants needed to synthesize it. The reactants are: [CH2:1]([N:8]([CH:29]1[CH2:37][C:36]2[C:31](=[CH:32][C:33]([CH2:40][CH3:41])=[C:34]([CH2:38][CH3:39])[CH:35]=2)[CH2:30]1)[CH2:9][C:10]([C:12]1[CH:17]=[CH:16][C:15]([O:18][CH2:19][C:20]2[CH:25]=[CH:24][CH:23]=[CH:22][CH:21]=2)=[C:14]([N+:26]([O-])=O)[CH:13]=1)=[O:11])[C:2]1[CH:7]=[CH:6][CH:5]=[CH:4][CH:3]=1.NC1C=C([C@@H](O)CN(CC2C=CC=CC=2)C2CC3C(=CC(CC)=C(CC)C=3)C2)C=CC=1OCC1C=CC=CC=1. (3) Given the product [NH:13]1[C:14]2[CH:19]=[CH:18][CH:17]=[CH:16][C:15]=2[N:11]=[C:12]1[C@H:8]([NH:9][C:10]([NH:38][CH:35]1[CH2:36][CH2:37][N:32]([CH2:31][CH2:30][C:24]2[CH:29]=[CH:28][CH:27]=[CH:26][CH:25]=2)[CH2:33][CH2:34]1)=[O:20])[CH2:7][C:6]1[CH:5]=[CH:4][C:3]([O:2][CH3:1])=[CH:22][CH:21]=1, predict the reactants needed to synthesize it. The reactants are: [CH3:1][O:2][C:3]1[CH:22]=[CH:21][C:6]([CH2:7][C@@H:8]2[C:12]3=[N:13][C:14]4[CH:19]=[CH:18][CH:17]=[CH:16][C:15]=4[N:11]3[C:10](=[O:20])[NH:9]2)=[CH:5][CH:4]=1.Cl.[C:24]1([CH2:30][CH2:31][N:32]2[CH2:37][CH2:36][CH:35]([NH2:38])[CH2:34][CH2:33]2)[CH:29]=[CH:28][CH:27]=[CH:26][CH:25]=1.C(O)(C(F)(F)F)=O. (4) Given the product [OH:1][CH:2]([C:6]1[CH:7]=[CH:8][C:9]([C:12]2[N:16]=[C:15]([C:17]3[O:21][N:20]=[C:19]([C:22]4[CH:23]=[CH:24][CH:25]=[CH:26][CH:27]=4)[C:18]=3[C:28]([F:29])([F:30])[F:31])[O:14][N:13]=2)=[CH:10][CH:11]=1)[C:3]([NH:39][C@@H:40]([C:45]([CH3:48])([CH3:47])[CH3:46])[C:41]([NH:43][CH3:44])=[O:42])=[O:4], predict the reactants needed to synthesize it. The reactants are: [OH:1][CH:2]([C:6]1[CH:11]=[CH:10][C:9]([C:12]2[N:16]=[C:15]([C:17]3[O:21][N:20]=[C:19]([C:22]4[CH:27]=[CH:26][CH:25]=[CH:24][CH:23]=4)[C:18]=3[C:28]([F:31])([F:30])[F:29])[O:14][N:13]=2)=[CH:8][CH:7]=1)[C:3](O)=[O:4].CN1CCOCC1.[NH2:39][C@@H:40]([C:45]([CH3:48])([CH3:47])[CH3:46])[C:41]([NH:43][CH3:44])=[O:42].CN(C(ON1N=NC2C=CC=NC1=2)=[N+](C)C)C.F[P-](F)(F)(F)(F)F. (5) Given the product [F:36][C:32]1[CH:33]=[CH:34][CH:35]=[C:28]([CH3:37])[C:29]=1[CH2:30][N:1]1[CH2:6][CH2:5][CH2:4][C@@H:3]([N:7]2[CH:11]=[C:10]([C:12]3[CH:13]=[C:14]4[C:18](=[CH:19][CH:20]=3)[NH:17][N:16]=[C:15]4[C:21]3[CH:26]=[CH:25][N:24]=[CH:23][CH:22]=3)[N:9]=[N:8]2)[CH2:2]1, predict the reactants needed to synthesize it. The reactants are: [NH:1]1[CH2:6][CH2:5][CH2:4][C@@H:3]([N:7]2[CH:11]=[C:10]([C:12]3[CH:13]=[C:14]4[C:18](=[CH:19][CH:20]=3)[NH:17][N:16]=[C:15]4[C:21]3[CH:26]=[CH:25][N:24]=[CH:23][CH:22]=3)[N:9]=[N:8]2)[CH2:2]1.F[C:28]1[CH:35]=[CH:34][CH:33]=[C:32]([F:36])[C:29]=1[CH:30]=O.[C:37](O[BH-](OC(=O)C)OC(=O)C)(=O)C.[Na+].